This data is from Peptide-MHC class I binding affinity with 185,985 pairs from IEDB/IMGT. The task is: Regression. Given a peptide amino acid sequence and an MHC pseudo amino acid sequence, predict their binding affinity value. This is MHC class I binding data. The peptide sequence is LTKSITTTAS. The MHC is Mamu-A02 with pseudo-sequence Mamu-A02. The binding affinity (normalized) is 0.269.